From a dataset of Peptide-MHC class I binding affinity with 185,985 pairs from IEDB/IMGT. Regression. Given a peptide amino acid sequence and an MHC pseudo amino acid sequence, predict their binding affinity value. This is MHC class I binding data. The peptide sequence is IKWLWKANK. The MHC is HLA-A02:01 with pseudo-sequence HLA-A02:01. The binding affinity (normalized) is 0.0847.